This data is from Reaction yield outcomes from USPTO patents with 853,638 reactions. The task is: Predict the reaction yield, written as a fraction of the theoretical maximum amount of product (1.0 means a 100% yield; for example, 0.34 means a 34% yield). The reactants are [OH:1][C:2]1[CH:3]=[C:4]([CH:8]=[C:9]([CH3:11])[CH:10]=1)[C:5]([OH:7])=[O:6].S(=O)(=O)(O)O.[CH3:17][CH2:18]O. No catalyst specified. The product is [OH:1][C:2]1[CH:3]=[C:4]([CH:8]=[C:9]([CH3:11])[CH:10]=1)[C:5]([O:7][CH2:17][CH3:18])=[O:6]. The yield is 0.890.